This data is from Reaction yield outcomes from USPTO patents with 853,638 reactions. The task is: Predict the reaction yield, written as a fraction of the theoretical maximum amount of product (1.0 means a 100% yield; for example, 0.34 means a 34% yield). (1) The reactants are [OH-].[Na+].[CH3:3][N:4]([CH3:23])[C:5](=[O:22])[CH2:6][CH2:7][CH2:8][C:9]1[CH:14]=[CH:13][C:12]([NH:15]C(=O)C(F)(F)F)=[CH:11][CH:10]=1. The catalyst is CO. The product is [CH3:23][N:4]([CH3:3])[C:5](=[O:22])[CH2:6][CH2:7][CH2:8][C:9]1[CH:10]=[CH:11][C:12]([NH2:15])=[CH:13][CH:14]=1. The yield is 0.660. (2) The reactants are [CH3:1][CH:2]1[CH2:6][C:5](=O)[CH2:4][CH:3]1[C:8]([O:10][CH2:11][CH3:12])=[O:9].CC(O)=O.[CH2:17]([NH:24][CH2:25][C:26]1[CH:31]=[CH:30][CH:29]=[CH:28][CH:27]=1)[C:18]1[CH:23]=[CH:22][CH:21]=[CH:20][CH:19]=1.C(O[BH-](OC(=O)C)OC(=O)C)(=O)C.[Na+].C([O-])(O)=O.[Na+]. The catalyst is ClCCCl. The product is [CH2:25]([N:24]([CH2:17][C:18]1[CH:23]=[CH:22][CH:21]=[CH:20][CH:19]=1)[CH:5]1[CH2:4][CH:3]([C:8]([O:10][CH2:11][CH3:12])=[O:9])[CH:2]([CH3:1])[CH2:6]1)[C:26]1[CH:31]=[CH:30][CH:29]=[CH:28][CH:27]=1. The yield is 0.750.